Dataset: Reaction yield outcomes from USPTO patents with 853,638 reactions. Task: Predict the reaction yield, written as a fraction of the theoretical maximum amount of product (1.0 means a 100% yield; for example, 0.34 means a 34% yield). (1) The reactants are [Cl:1][C:2]1[N:7]=[C:6]2[C:8]([CH3:29])=[C:9]([CH:11]([NH:18][C:19]3[CH:28]=[CH:27][C:22]([C:23]([O:25]C)=[O:24])=[CH:21][CH:20]=3)[CH:12]3[CH2:17][CH2:16][CH2:15][CH2:14][CH2:13]3)[O:10][C:5]2=[CH:4][CH:3]=1.C(O)C.[OH-].[Li+]. The catalyst is O1CCCC1. The product is [Cl:1][C:2]1[N:7]=[C:6]2[C:8]([CH3:29])=[C:9]([CH:11]([NH:18][C:19]3[CH:20]=[CH:21][C:22]([C:23]([OH:25])=[O:24])=[CH:27][CH:28]=3)[CH:12]3[CH2:17][CH2:16][CH2:15][CH2:14][CH2:13]3)[O:10][C:5]2=[CH:4][CH:3]=1. The yield is 0.960. (2) The reactants are [Cl:1][C:2]1[C:7]([CH:8]([OH:11])[CH2:9][CH3:10])=[CH:6][N:5]=[C:4]2[N:12]([CH2:15][O:16][CH2:17][CH2:18][Si:19]([CH3:22])([CH3:21])[CH3:20])[CH:13]=[CH:14][C:3]=12. The catalyst is COCCOC.[O-2].[O-2].[Mn+4]. The product is [Cl:1][C:2]1[C:7]([C:8](=[O:11])[CH2:9][CH3:10])=[CH:6][N:5]=[C:4]2[N:12]([CH2:15][O:16][CH2:17][CH2:18][Si:19]([CH3:21])([CH3:20])[CH3:22])[CH:13]=[CH:14][C:3]=12. The yield is 0.530. (3) The reactants are [OH-].[Na+].C([O:6][C:7]1[CH:24]=[CH:23][C:22]([Br:25])=[CH:21][C:8]=1[C:9]([NH:11][C:12]1[S:13][CH:14]=[C:15]([C:17]([CH3:20])([CH3:19])[CH3:18])[N:16]=1)=[O:10])(=O)C.Cl. The catalyst is O1CCCC1. The product is [Br:25][C:22]1[CH:23]=[CH:24][C:7]([OH:6])=[C:8]([CH:21]=1)[C:9]([NH:11][C:12]1[S:13][CH:14]=[C:15]([C:17]([CH3:18])([CH3:19])[CH3:20])[N:16]=1)=[O:10]. The yield is 0.789. (4) The reactants are [F:1][C:2]1[CH:7]=[CH:6][CH:5]=[C:4]([C:8]2[N:9]([CH3:13])[CH:10]=[CH:11][N:12]=2)[C:3]=1[N:14]1[CH:18]=[C:17]([CH:19]=O)[C:16]([CH3:21])=[N:15]1.N1C=CC=N1.[Cl:27][C:28]1[S:32][C:31]2[C:33]3([O:39][CH2:40][C:41]([F:43])([F:42])[C:30]=2[CH:29]=1)[CH2:38][CH2:37][NH:36][CH2:35][CH2:34]3.C(O[BH-](OC(=O)C)OC(=O)C)(=O)C.[Na+]. The catalyst is ClCCCl. The product is [Cl:27][C:28]1[S:32][C:31]2[C:33]3([O:39][CH2:40][C:41]([F:42])([F:43])[C:30]=2[CH:29]=1)[CH2:34][CH2:35][N:36]([CH2:19][C:17]1[C:16]([CH3:21])=[N:15][N:14]([C:3]2[C:4]([C:8]4[N:9]([CH3:13])[CH:10]=[CH:11][N:12]=4)=[CH:5][CH:6]=[CH:7][C:2]=2[F:1])[CH:18]=1)[CH2:37][CH2:38]3. The yield is 0.410. (5) The product is [Cl:1][C:2]1[CH:11]=[C:10]([C:12](=[O:22])[CH2:13][CH2:14][C:15]2[CH:20]=[CH:19][CH:18]=[C:17]([OH:21])[CH:16]=2)[CH:9]=[CH:8][C:3]=1[C:4]([O:6][CH3:7])=[O:5].[Cl:1][C:2]1[CH:11]=[C:10]([CH:12]([OH:22])[CH2:13][CH2:14][C:15]2[CH:20]=[CH:19][CH:18]=[C:17]([OH:21])[CH:16]=2)[CH:9]=[CH:8][C:3]=1[C:4]([O:6][CH3:7])=[O:5]. The catalyst is C(OCC)(=O)C.[Pd]. The yield is 0.640. The reactants are [Cl:1][C:2]1[CH:11]=[C:10]([C:12](=[O:22])[CH:13]=[CH:14][C:15]2[CH:20]=[CH:19][CH:18]=[C:17]([OH:21])[CH:16]=2)[CH:9]=[CH:8][C:3]=1[C:4]([O:6][CH3:7])=[O:5]. (6) The reactants are Br[C:2]1[CH:15]=[C:14]2[C:5]([CH2:6][C:7]3([C:13]42[N:19]=[C:18]([NH2:20])[C:17]([CH3:21])=[N:16]4)[CH2:12][CH2:11][O:10][CH2:9][CH2:8]3)=[CH:4][CH:3]=1.[Cl:22][C:23]1[CH:24]=[C:25](B(O)O)[CH:26]=[CH:27][C:28]=1[F:29]. No catalyst specified. The product is [Cl:22][C:23]1[CH:24]=[C:25]([C:2]2[CH:15]=[C:14]3[C:5]([CH2:6][C:7]4([C:13]53[N:19]=[C:18]([NH2:20])[C:17]([CH3:21])=[N:16]5)[CH2:8][CH2:9][O:10][CH2:11][CH2:12]4)=[CH:4][CH:3]=2)[CH:26]=[CH:27][C:28]=1[F:29]. The yield is 0.420. (7) No catalyst specified. The reactants are Br[CH2:2][C:3]([CH3:20])=[CH:4][CH2:5][C:6]1[C:14]([OH:15])=[C:13]2[C:9]([CH2:10][O:11][C:12]2=[O:16])=[C:8]([CH3:17])[C:7]=1[O:18][CH3:19].[CH3:21][O:22][P:23]([O:26]C)[O:24][CH3:25]. The product is [CH3:21][O:22][P:23]([CH2:2][C:3]([CH3:20])=[CH:4][CH2:5][C:6]1[C:14]([OH:15])=[C:13]2[C:9](=[C:8]([CH3:17])[C:7]=1[O:18][CH3:19])[CH2:10][O:11][C:12]2=[O:16])(=[O:26])[O:24][CH3:25]. The yield is 0.600. (8) The reactants are Cl[C:2]([C:5]([O:7][CH2:8][CH3:9])=[O:6])=[CH:3][O-].[K+].Cl.[Cl:12][C:13]1[CH:18]=[CH:17][N:16]=[C:15]([NH2:19])[CH:14]=1.C(=O)([O-])[O-].[Na+].[Na+]. The catalyst is CCO.O. The product is [Cl:12][C:13]1[CH:18]=[CH:17][N:16]2[C:2]([C:5]([O:7][CH2:8][CH3:9])=[O:6])=[CH:3][N:19]=[C:15]2[CH:14]=1. The yield is 0.880.